Dataset: Forward reaction prediction with 1.9M reactions from USPTO patents (1976-2016). Task: Predict the product of the given reaction. (1) Given the reactants CC(C)(C)[C:3]([NH:5][C:6]1[C:11]([C:12]2[O:16][N:15]=[C:14]([C:17]([O:19]CC)=O)[CH:13]=2)=[CH:10][CH:9]=[CH:8][N:7]=1)=[O:4].C(OC([O:26][C:27]([CH3:30])([CH3:29])[CH3:28])=O)([O:26][C:27]([CH3:30])([CH3:29])[CH3:28])=O.O1CCCC1.[BH4-].[Na+], predict the reaction product. The product is: [OH:19][CH2:17][C:14]1[CH:13]=[C:12]([C:11]2[C:6]([NH:5][C:3](=[O:4])[O:26][C:27]([CH3:30])([CH3:29])[CH3:28])=[N:7][CH:8]=[CH:9][CH:10]=2)[O:16][N:15]=1. (2) Given the reactants C([O:5][C:6](=[O:33])[C:7]([S:10][C:11]1[S:12][CH:13]=[C:14]([CH2:16][CH2:17][N:18]([C:26]2[N:31]=[CH:30][C:29](Br)=[CH:28][N:27]=2)[CH2:19][CH2:20][CH2:21][CH2:22][CH2:23][CH2:24][CH3:25])[N:15]=1)([CH3:9])[CH3:8])(C)(C)C.Cl.[CH3:35][NH:36][CH3:37].C(O)(C)(C)C.[F:43][C:44]([F:49])([F:48])[C:45]([OH:47])=[O:46], predict the reaction product. The product is: [F:43][C:44]([F:49])([F:48])[C:45]([OH:47])=[O:46].[CH3:35][N:36]([CH3:37])[C:29]1[CH:30]=[N:31][C:26]([N:18]([CH2:19][CH2:20][CH2:21][CH2:22][CH2:23][CH2:24][CH3:25])[CH2:17][CH2:16][C:14]2[N:15]=[C:11]([S:10][C:7]([CH3:9])([CH3:8])[C:6]([OH:5])=[O:33])[S:12][CH:13]=2)=[N:27][CH:28]=1. (3) Given the reactants O.[NH2:2][NH2:3].[CH3:4][C:5]1[CH:6]=[C:7]([CH:10]=[CH:11][C:12]=1[N+:13]([O-:15])=[O:14])[CH2:8]Cl, predict the reaction product. The product is: [CH3:4][C:5]1[CH:6]=[C:7]([CH:10]=[CH:11][C:12]=1[N+:13]([O-:15])=[O:14])[CH2:8][NH:2][NH2:3].